From a dataset of TCR-epitope binding with 47,182 pairs between 192 epitopes and 23,139 TCRs. Binary Classification. Given a T-cell receptor sequence (or CDR3 region) and an epitope sequence, predict whether binding occurs between them. (1) The epitope is FPRPWLHGL. The TCR CDR3 sequence is CASSSGTVGGETQYF. Result: 0 (the TCR does not bind to the epitope). (2) The epitope is EIYKRWII. The TCR CDR3 sequence is CSARDNYEQYF. Result: 1 (the TCR binds to the epitope). (3) The epitope is KAYNVTQAF. The TCR CDR3 sequence is CASSPGLAGPETQYF. Result: 1 (the TCR binds to the epitope). (4) The epitope is FLKEKGGL. The TCR CDR3 sequence is CASSSTGNYGYTF. Result: 0 (the TCR does not bind to the epitope). (5) The epitope is SSNVANYQK. The TCR CDR3 sequence is CASSQEGAGYPSYEQYF. Result: 1 (the TCR binds to the epitope). (6) The epitope is FVDGVPFVV. The TCR CDR3 sequence is CASSDLLAGVLEQFF. Result: 1 (the TCR binds to the epitope). (7) The epitope is FLPRVFSAV. The TCR CDR3 sequence is CAISDPVYTEAFF. Result: 0 (the TCR does not bind to the epitope). (8) The epitope is KEIDRLNEV. The TCR CDR3 sequence is CASSLVDGGSYNSPLHF. Result: 0 (the TCR does not bind to the epitope).